This data is from Reaction yield outcomes from USPTO patents with 853,638 reactions. The task is: Predict the reaction yield, written as a fraction of the theoretical maximum amount of product (1.0 means a 100% yield; for example, 0.34 means a 34% yield). (1) The reactants are FC(F)(F)[C:3](OC(=O)C(F)(F)F)=[O:4].CN(C)C=O.[Br:19][C:20]1[N:21]=[C:22]2[CH:29]=[CH:28][N:27]([CH2:30][O:31][CH2:32][CH2:33][Si:34]([CH3:37])([CH3:36])[CH3:35])[C:23]2=[N:24][C:25]=1[CH3:26]. The catalyst is ClCCl. The product is [Br:19][C:20]1[N:21]=[C:22]2[C:29]([CH:3]=[O:4])=[CH:28][N:27]([CH2:30][O:31][CH2:32][CH2:33][Si:34]([CH3:36])([CH3:35])[CH3:37])[C:23]2=[N:24][C:25]=1[CH3:26]. The yield is 0.840. (2) The yield is 0.900. The product is [C:5]1([C:8]2[CH:13]=[CH:12][CH:11]=[CH:10][CH:9]=2)[CH:6]=[CH:7][C:2]([OH:14])=[CH:3][CH:4]=1. The catalyst is C(OCC)(=O)C.CCCCCCC. The reactants are Br[C:2]1[CH:7]=[CH:6][C:5]([C:8]2[CH:13]=[CH:12][CH:11]=[CH:10][CH:9]=2)=[CH:4][CH:3]=1.[OH-:14].[Cs+]. (3) The reactants are [CH2:1]([O:3][CH2:4][CH2:5][CH2:6][NH:7][C:8]1[CH:13]=[CH:12][C:11]([NH2:14])=[CH:10][C:9]=1[F:15])[CH3:2].C[Al](C)C.[NH:20](/[C:24](/[CH3:30])=[CH:25]\[C:26](OC)=[O:27])[C:21]([CH3:23])=O. The catalyst is C(Cl)Cl. The product is [CH2:1]([O:3][CH2:4][CH2:5][CH2:6][NH:7][C:8]1[CH:13]=[CH:12][C:11]([N:14]2[C:26](=[O:27])[CH:25]=[C:24]([CH3:30])[N:20]=[C:21]2[CH3:23])=[CH:10][C:9]=1[F:15])[CH3:2]. The yield is 0.270. (4) The reactants are [C:1]([C@H:5]1[CH2:10][CH2:9][C@H:8]([O:11][C:12]2[CH:13]=[C:14]3[C:19](=[CH:20][CH:21]=2)[CH:18]=[C:17]([CH2:22][NH:23][CH2:24][CH3:25])[CH:16]=[CH:15]3)[CH2:7][CH2:6]1)([CH3:4])([CH3:3])[CH3:2].[C:26]([O:30][CH3:31])(=[O:29])[CH:27]=[CH2:28]. The catalyst is CO. The product is [C:1]([C@H:5]1[CH2:10][CH2:9][C@H:8]([O:11][C:12]2[CH:13]=[C:14]3[C:19](=[CH:20][CH:21]=2)[CH:18]=[C:17]([CH2:22][N:23]([CH2:24][CH3:25])[CH2:28][CH2:27][C:26]([O:30][CH3:31])=[O:29])[CH:16]=[CH:15]3)[CH2:7][CH2:6]1)([CH3:4])([CH3:2])[CH3:3]. The yield is 0.520. (5) The reactants are [OH:1][C:2]1([C:12]2[CH:21]=[CH:20][C:15]([C:16]([NH:18][CH3:19])=[O:17])=[CH:14][CH:13]=2)[CH2:11][CH2:10][C:5]2(OCC[O:6]2)[CH2:4][CH2:3]1.C([O-])(O)=O.[Na+].C(OCC)(=O)C.CCCCCC. The catalyst is C1COCC1.Cl. The product is [OH:1][C:2]1([C:12]2[CH:13]=[CH:14][C:15]([C:16]([NH:18][CH3:19])=[O:17])=[CH:20][CH:21]=2)[CH2:11][CH2:10][C:5](=[O:6])[CH2:4][CH2:3]1. The yield is 0.900.